From a dataset of Full USPTO retrosynthesis dataset with 1.9M reactions from patents (1976-2016). Predict the reactants needed to synthesize the given product. (1) The reactants are: [C:1]1([C:7]2[CH:8]=[C:9]([C:26]([O:28]C)=[O:27])[C:10]3[NH:11][C:12]4[CH:13]=[C:14]([C:20]([O:22][CH:23]([CH3:25])[CH3:24])=[O:21])[CH:15]=[CH:16][C:17]=4[C:18]=3[N:19]=2)[CH:6]=[CH:5][CH:4]=[CH:3][CH:2]=1.CO.[OH-].[Na+].Cl. Given the product [CH:23]([O:22][C:20]([C:14]1[CH:15]=[CH:16][C:17]2[C:18]3[N:19]=[C:7]([C:1]4[CH:6]=[CH:5][CH:4]=[CH:3][CH:2]=4)[CH:8]=[C:9]([C:26]([OH:28])=[O:27])[C:10]=3[NH:11][C:12]=2[CH:13]=1)=[O:21])([CH3:25])[CH3:24], predict the reactants needed to synthesize it. (2) Given the product [CH:6]1([CH2:5][CH:4]([C:11]2[CH:16]=[CH:15][C:14]([C:17]#[C:18][CH2:19][N:20]([CH3:22])[CH3:21])=[CH:13][CH:12]=2)[C:3]([OH:23])=[O:2])[CH2:10][CH2:9][CH2:8][CH2:7]1, predict the reactants needed to synthesize it. The reactants are: C[O:2][C:3](=[O:23])[CH:4]([C:11]1[CH:16]=[CH:15][C:14]([C:17]#[C:18][CH2:19][N:20]([CH3:22])[CH3:21])=[CH:13][CH:12]=1)[CH2:5][CH:6]1[CH2:10][CH2:9][CH2:8][CH2:7]1.[OH-].[Li+]. (3) Given the product [CH2:19]([C:8]1[CH:9]=[C:11]([CH:13]=[C:15]([CH2:6][C:7]2[CH:15]=[CH:13][CH:11]=[CH:9][CH:8]=2)[C:7]=1[CH2:6][C:7]1[CH:15]=[CH:13][CH:11]=[CH:9][CH:8]=1)[C:27]([O:5][CH3:4])=[O:30])[C:20]1[CH:25]=[CH:24][CH:23]=[CH:22][CH:21]=1, predict the reactants needed to synthesize it. The reactants are: CN([CH:4]=[O:5])C.[C:6](OC)(=O)[C:7]1[CH:15]=[C:13](O)[C:11](O)=[C:9](O)[CH:8]=1.[CH2:19](Br)[C:20]1[CH:25]=[CH:24][CH:23]=[CH:22][CH:21]=1.[C:27](=[O:30])([O-])[O-].[K+].[K+]. (4) Given the product [CH3:34][O:33][C:21]1[CH:20]=[C:19]([NH:18][C:16]2[N:15]=[CH:14][N:13]=[C:12]3[NH:11][N:10]=[C:9]([O:8][CH2:7][CH2:6][N:39]4[CH2:40][CH2:41][N:36]([CH3:35])[CH2:37][CH2:38]4)[C:17]=23)[CH:24]=[CH:23][C:22]=1[O:25][CH2:26][C:27]1[CH:32]=[CH:31][CH:30]=[CH:29][N:28]=1, predict the reactants needed to synthesize it. The reactants are: CS(O[CH2:6][CH2:7][O:8][C:9]1[C:17]2[C:12](=[N:13][CH:14]=[N:15][C:16]=2[NH:18][C:19]2[CH:24]=[CH:23][C:22]([O:25][CH2:26][C:27]3[CH:32]=[CH:31][CH:30]=[CH:29][N:28]=3)=[C:21]([O:33][CH3:34])[CH:20]=2)[NH:11][N:10]=1)(=O)=O.[CH3:35][N:36]1[CH2:41][CH2:40][NH:39][CH2:38][CH2:37]1. (5) Given the product [Br:1][C:2]1[CH:7]=[C:6]([OH:8])[C:5]([O:9][CH3:10])=[CH:4][C:3]=1[CH2:11][C:12]([O:14][CH3:20])=[O:13], predict the reactants needed to synthesize it. The reactants are: [Br:1][C:2]1[CH:7]=[C:6]([OH:8])[C:5]([O:9][CH3:10])=[CH:4][C:3]=1[CH2:11][C:12]([OH:14])=[O:13].S(=O)(=O)(O)O.[CH3:20]O.